This data is from Peptide-MHC class II binding affinity with 134,281 pairs from IEDB. The task is: Regression. Given a peptide amino acid sequence and an MHC pseudo amino acid sequence, predict their binding affinity value. This is MHC class II binding data. (1) The peptide sequence is IKSDKPLKGPFNFRF. The MHC is DRB1_1302 with pseudo-sequence DRB1_1302. The binding affinity (normalized) is 0.521. (2) The peptide sequence is GELQIVDLIDAAFKI. The MHC is DRB4_0101 with pseudo-sequence DRB4_0103. The binding affinity (normalized) is 0.610. (3) The peptide sequence is AEKVRNLPAGHGLNA. The MHC is DRB5_0101 with pseudo-sequence DRB5_0101. The binding affinity (normalized) is 0.281. (4) The binding affinity (normalized) is 0. The MHC is HLA-DQA10501-DQB10302 with pseudo-sequence HLA-DQA10501-DQB10302. The peptide sequence is MLEKTKEDLFGKKNL.